This data is from Reaction yield outcomes from USPTO patents with 853,638 reactions. The task is: Predict the reaction yield, written as a fraction of the theoretical maximum amount of product (1.0 means a 100% yield; for example, 0.34 means a 34% yield). The reactants are Br[C:2]1[C:7]([O:8][CH2:9][CH2:10][OH:11])=[CH:6][CH:5]=[CH:4][N:3]=1.[CH3:12][O-:13].[Na+]. The catalyst is CO. The product is [OH:11][CH2:10][CH2:9][O:8][C:7]1[C:2]([O:13][CH3:12])=[N:3][CH:4]=[CH:5][CH:6]=1. The yield is 0.450.